This data is from Catalyst prediction with 721,799 reactions and 888 catalyst types from USPTO. The task is: Predict which catalyst facilitates the given reaction. (1) Reactant: [CH:1]([C:3]1[C:4]([O:12][CH3:13])=[N:5][C:6]([O:10][CH3:11])=[CH:7][C:8]=1[CH3:9])=[O:2].Br[C:15]1[CH:20]=[CH:19][C:18]([O:21][CH3:22])=[CH:17][CH:16]=1.[Mg].II.[Cl-].[NH4+]. Product: [CH3:13][O:12][C:4]1[C:3]([CH:1]([C:15]2[CH:20]=[CH:19][C:18]([O:21][CH3:22])=[CH:17][CH:16]=2)[OH:2])=[C:8]([CH3:9])[CH:7]=[C:6]([O:10][CH3:11])[N:5]=1. The catalyst class is: 7. (2) Reactant: N.[Li].C([N:10]1[C:23]2[C:18](=[CH:19][C:20]([CH2:24][CH:25]3[CH2:32][CH2:31][CH2:30][CH2:29][CH2:28][CH2:27][CH2:26]3)=[CH:21][CH:22]=2)[C:12]2([CH2:17][CH2:16][NH:15][CH2:14][CH2:13]2)[C:11]1=[O:33])C1C=CC=CC=1.[Cl-].[NH4+]. Product: [CH:25]1([CH2:24][C:20]2[CH:19]=[C:18]3[C:12]4([CH2:13][CH2:14][NH:15][CH2:16][CH2:17]4)[C:11](=[O:33])[NH:10][C:23]3=[CH:22][CH:21]=2)[CH2:26][CH2:27][CH2:28][CH2:29][CH2:30][CH2:31][CH2:32]1. The catalyst class is: 1. (3) Reactant: Cl[C:2]1[C:11]2[C:6](=[CH:7][CH:8]=[C:9]([NH:12][CH2:13][CH2:14][O:15][CH3:16])[CH:10]=2)[CH:5]=[N:4][CH:3]=1.[CH3:17][N:18]1[CH:22]=[C:21]([C:23]2[CH:28]=[CH:27][C:26](B3OC(C)(C)C(C)(C)O3)=[CH:25][CH:24]=2)[CH:20]=[N:19]1.C(#N)C.C(=O)([O-])[O-].[Na+].[Na+]. Product: [CH3:16][O:15][CH2:14][CH2:13][NH:12][C:9]1[CH:10]=[C:11]2[C:6](=[CH:7][CH:8]=1)[CH:5]=[N:4][CH:3]=[C:2]2[C:26]1[CH:25]=[CH:24][C:23]([C:21]2[CH:20]=[N:19][N:18]([CH3:17])[CH:22]=2)=[CH:28][CH:27]=1. The catalyst class is: 6. (4) Reactant: [Br:1][C:2]1[CH:7]=[C:6]([CH2:8][CH3:9])[C:5]([OH:10])=[C:4]([Cl:11])[CH:3]=1.[H-].[Na+].[CH3:14][O:15][CH2:16][CH2:17][O:18][CH2:19]Cl. Product: [Br:1][C:2]1[CH:7]=[C:6]([CH2:8][CH3:9])[C:5]([O:10][CH2:14][O:15][CH2:16][CH2:17][O:18][CH3:19])=[C:4]([Cl:11])[CH:3]=1. The catalyst class is: 1. (5) Reactant: C(=O)(O)[O-].[K+].C(OC(Cl)=O)C1C=CC=CC=1.[CH2:17]([O:24][C:25]([N:27]1[C@@H:35]2[C@@H:30]([CH2:31][CH2:32][CH2:33][CH2:34]2)[CH2:29][C@H:28]1[C:36]([O:38][CH2:39][CH3:40])=[O:37])=[O:26])[C:18]1[CH:23]=[CH:22][CH:21]=[CH:20][CH:19]=1.C(ON1[C@H]2[C@H](CCCC2)C(=C=O)[C@@H]1C(OCC)=O)C1C=CC=CC=1. Product: [CH2:17]([O:24][C:25]([N:27]1[C@H:35]2[C@H:30]([CH2:31][CH2:32][CH2:33][CH2:34]2)[CH2:29][C@@H:28]1[C:36]([O:38][CH2:39][CH3:40])=[O:37])=[O:26])[C:18]1[CH:19]=[CH:20][CH:21]=[CH:22][CH:23]=1. The catalyst class is: 84. (6) Reactant: [CH2:1]([S:8]([NH:11][C:12]([CH:14]1[CH2:17][N:16]([C:18]2[C:28]([C:29]#[N:30])=[CH:27][C:21]([C:22]([O:24]CC)=[O:23])=[C:20]([CH:31]([F:33])[F:32])[N:19]=2)[CH2:15]1)=[O:13])(=[O:10])=[O:9])[C:2]1[CH:7]=[CH:6][CH:5]=[CH:4][CH:3]=1.[OH-].[Na+].CC#N.C(O)=O. Product: [CH2:1]([S:8]([NH:11][C:12]([CH:14]1[CH2:17][N:16]([C:18]2[C:28]([C:29]#[N:30])=[CH:27][C:21]([C:22]([OH:24])=[O:23])=[C:20]([CH:31]([F:32])[F:33])[N:19]=2)[CH2:15]1)=[O:13])(=[O:9])=[O:10])[C:2]1[CH:3]=[CH:4][CH:5]=[CH:6][CH:7]=1. The catalyst class is: 6.